This data is from Reaction yield outcomes from USPTO patents with 853,638 reactions. The task is: Predict the reaction yield, written as a fraction of the theoretical maximum amount of product (1.0 means a 100% yield; for example, 0.34 means a 34% yield). (1) The reactants are [SH:1][CH2:2][C:3]1[CH:4]=[C:5]([CH:9]=[CH:10][CH:11]=1)[C:6]([OH:8])=[O:7].[C:12]([O:16][C:17]([CH3:20])([CH3:19])[CH3:18])(=[O:15])[CH:13]=[CH2:14].C1CCN2C(=NCCC2)CC1. The catalyst is C(#N)C. The product is [C:17]([O:16][C:12](=[O:15])[CH2:13][CH2:14][S:1][CH2:2][C:3]1[CH:4]=[C:5]([CH:9]=[CH:10][CH:11]=1)[C:6]([OH:8])=[O:7])([CH3:20])([CH3:19])[CH3:18]. The yield is 0.470. (2) The reactants are [N+:1]([C:4]1[CH:5]=[CH:6][C:7]2[O:12][C@@:11]([CH3:18])([CH:13]([O:16][CH3:17])[O:14][CH3:15])[C@@H:10]3[O:19][C@@H:9]3[C:8]=2[CH:20]=1)([O-:3])=[O:2].[CH3:21][C:22]1[C:27]([CH3:28])=[CH:26][CH:25]=[CH:24][C:23]=1[NH:29][CH2:30][C:31]1[NH:32][CH:33]=[CH:34][N:35]=1. No catalyst specified. The product is [N+:1]([C:4]1[CH:5]=[CH:6][C:7]2[O:12][C@@:11]([CH3:18])([CH:13]([O:16][CH3:17])[O:14][CH3:15])[C@H:10]([OH:19])[C@@H:9]([N:29]([C:23]3[CH:24]=[CH:25][CH:26]=[C:27]([CH3:28])[C:22]=3[CH3:21])[CH2:30][C:31]3[NH:35][CH:34]=[CH:33][N:32]=3)[C:8]=2[CH:20]=1)([O-:3])=[O:2]. The yield is 0.490. (3) The reactants are [CH2:1]([O:3][C:4](=[O:13])[C:5]1[CH:10]=[CH:9][CH:8]=[C:7]([NH:11][NH2:12])[CH:6]=1)[CH3:2].O=[C:15]([C:19]1[CH:24]=[CH:23][CH:22]=[CH:21][CH:20]=1)[CH2:16][C:17]#[N:18].Cl. The product is [NH2:18][C:17]1[N:11]([C:7]2[CH:6]=[C:5]([CH:10]=[CH:9][CH:8]=2)[C:4]([O:3][CH2:1][CH3:2])=[O:13])[N:12]=[C:15]([C:19]2[CH:24]=[CH:23][CH:22]=[CH:21][CH:20]=2)[CH:16]=1. The yield is 0.0200. The catalyst is C(O)C. (4) The reactants are CCN(C(C)C)C(C)C.OC(C(F)(F)F)=O.[NH2:17][CH2:18][C:19]([N:21]1[CH2:26][CH2:25][N:24]([C:27](=[O:38])[C:28]2[CH:33]=[CH:32][CH:31]=[CH:30][C:29]=2[C:34]([F:37])([F:36])[F:35])[CH2:23][CH2:22]1)=[O:20].C1C=CC2N(O)N=NC=2C=1.CCN=C=NCCCN(C)C.Cl.[C:61]([C:63]1[CH:64]=[CH:65][C:66]([O:69][C:70]2[CH:78]=[CH:77][C:73]([C:74](O)=[O:75])=[CH:72][CH:71]=2)=[N:67][CH:68]=1)#[N:62]. The catalyst is CN(C=O)C.O. The product is [C:61]([C:63]1[CH:64]=[CH:65][C:66]([O:69][C:70]2[CH:78]=[CH:77][C:73]([C:74]([NH:17][CH2:18][C:19](=[O:20])[N:21]3[CH2:22][CH2:23][N:24]([C:27](=[O:38])[C:28]4[CH:33]=[CH:32][CH:31]=[CH:30][C:29]=4[C:34]([F:37])([F:35])[F:36])[CH2:25][CH2:26]3)=[O:75])=[CH:72][CH:71]=2)=[N:67][CH:68]=1)#[N:62]. The yield is 0.573. (5) The reactants are [NH2:1][C@@H:2]1[CH2:11][CH2:10][C:9]2[C:4](=[C:5]([N:13]3[CH2:18][CH2:17][N:16]([CH3:19])[CH2:15][CH2:14]3)[CH:6]=[CH:7][C:8]=2[CH3:12])[CH2:3]1.C(N(CC)CC)C.[Cl:27][C:28]1[CH:36]=[CH:35][C:31]([C:32](Cl)=[O:33])=[CH:30][CH:29]=1. The catalyst is C(Cl)Cl. The product is [CH3:12][C:8]1[CH:7]=[CH:6][C:5]([N:13]2[CH2:18][CH2:17][N:16]([CH3:19])[CH2:15][CH2:14]2)=[C:4]2[C:9]=1[CH2:10][CH2:11][C@@H:2]([NH:1][C:32](=[O:33])[C:31]1[CH:35]=[CH:36][C:28]([Cl:27])=[CH:29][CH:30]=1)[CH2:3]2. The yield is 0.630. (6) The reactants are [C:1]1([C:7]2[CH2:8][C:9](=O)[CH2:10][S:11][CH:12]=2)[CH:6]=[CH:5][CH:4]=[CH:3][CH:2]=1.C([O-])(=O)C.[NH4+].C([BH3-])#[N:20].[Na+]. The catalyst is CO. The product is [NH2:20][C:9]1[CH2:10][S:11][CH:12]=[C:7]([C:1]2[CH:6]=[CH:5][CH:4]=[CH:3][CH:2]=2)[CH:8]=1. The yield is 0.200. (7) The reactants are C([N:4]1[C:12]2[C:7](=[C:8]([Br:13])[CH:9]=[CH:10][CH:11]=2)[C:6](=O)[CH2:5]1)(=O)C.BrBr.[CH2:17]([NH2:20])[CH2:18][NH2:19].C(N(CC)CC)C. The catalyst is C(Cl)Cl.CO. The product is [Br:13][C:8]1[C:7]2[C:6]3[N:20]=[CH:17][CH:18]=[N:19][C:5]=3[NH:4][C:12]=2[CH:11]=[CH:10][CH:9]=1. The yield is 0.550. (8) The reactants are C([O:4][CH2:5][C@@H:6]1[C@@H:11]([O:12]C(=O)C)[C@H:10]([O:16]C(=O)C)[C@H:9]([O:20]C(=O)C)[C@@H:8]([C:24]2[CH:29]=[CH:28][CH:27]=[C:26]([NH:30][C:31](=[O:62])[NH:32][C:33]3[CH:38]=[CH:37][CH:36]=[C:35]([C@@H:39]4[C@@H:44]([O:45]C(=O)C)[C@@H:43]([O:49]C(=O)C)[C@H:42]([O:53]C(=O)C)[C@@H:41]([CH2:57][O:58]C(=O)C)[O:40]4)[CH:34]=3)[CH:25]=2)[O:7]1)(=O)C.CO[Na]. The catalyst is CO. The product is [OH:45][C@H:44]1[C@@H:43]([OH:49])[C@H:42]([OH:53])[C@@H:41]([CH2:57][OH:58])[O:40][C@@H:39]1[C:35]1[CH:34]=[C:33]([NH:32][C:31]([NH:30][C:26]2[CH:27]=[CH:28][CH:29]=[C:24]([C@@H:8]3[C@@H:9]([OH:20])[C@@H:10]([OH:16])[C@H:11]([OH:12])[C@@H:6]([CH2:5][OH:4])[O:7]3)[CH:25]=2)=[O:62])[CH:38]=[CH:37][CH:36]=1. The yield is 0.490. (9) The reactants are [CH3:1][C:2]1[C:7]2[N:8]=[C:9]([NH2:11])[S:10][C:6]=2[CH:5]=[CH:4][CH:3]=1.[C:12](N1C=CN=C1)([N:14]1[CH:18]=[CH:17][N:16]=[CH:15]1)=[S:13]. The catalyst is C(#N)C. The product is [CH3:1][C:2]1[C:7]2[N:8]=[C:9]([NH:11][C:12]([N:14]3[CH:18]=[CH:17][N:16]=[CH:15]3)=[S:13])[S:10][C:6]=2[CH:5]=[CH:4][CH:3]=1. The yield is 0.490. (10) The reactants are [Br:1][C:2]1[C:10]([Br:11])=[C:9]([Br:12])[CH:8]=[C:7]2[C:3]=1[C:4]([CH3:15])([CH3:14])[C:5]([CH3:13])=[N:6]2.[I:16][CH3:17]. No catalyst specified. The product is [I-:16].[Br:1][C:2]1[C:10]([Br:11])=[C:9]([Br:12])[CH:8]=[C:7]2[C:3]=1[C:4]([CH3:15])([CH3:14])[C:5]([CH3:13])=[N+:6]2[CH3:17]. The yield is 0.470.